The task is: Predict the product of the given reaction.. This data is from Forward reaction prediction with 1.9M reactions from USPTO patents (1976-2016). (1) Given the reactants [F:1][C:2]1[C:11]2[O:10][CH2:9][CH:8]([CH2:12][OH:13])[O:7][C:6]=2[CH:5]=[C:4]([F:14])[CH:3]=1.[C:15]1([CH3:25])[CH:20]=[CH:19][C:18]([S:21](Cl)(=[O:23])=[O:22])=[CH:17][CH:16]=1, predict the reaction product. The product is: [CH3:25][C:15]1[CH:20]=[CH:19][C:18]([S:21]([O:13][CH2:12][CH:8]2[O:7][C:6]3[CH:5]=[C:4]([F:14])[CH:3]=[C:2]([F:1])[C:11]=3[O:10][CH2:9]2)(=[O:23])=[O:22])=[CH:17][CH:16]=1. (2) Given the reactants [N:1]1([C:6]([C:8]2[CH:13]=[CH:12][C:11]([C:14]3[N:37](COCC[Si](C)(C)C)[C:17]4[N:18]=[CH:19][N:20]=[C:21]([C:22]5[CH:23]=[CH:24][C:25]([O:30][CH:31]6[CH2:36][CH2:35][O:34][CH2:33][CH2:32]6)=[C:26]([CH:29]=5)[C:27]#[N:28])[C:16]=4[CH:15]=3)=[CH:10][CH:9]=2)=[O:7])[CH2:5][CH2:4][CH2:3][CH2:2]1.[F-].C([N+](CCCC)(CCCC)CCCC)CCC, predict the reaction product. The product is: [N:1]1([C:6]([C:8]2[CH:9]=[CH:10][C:11]([C:14]3[NH:37][C:17]4[N:18]=[CH:19][N:20]=[C:21]([C:22]5[CH:23]=[CH:24][C:25]([O:30][CH:31]6[CH2:36][CH2:35][O:34][CH2:33][CH2:32]6)=[C:26]([CH:29]=5)[C:27]#[N:28])[C:16]=4[CH:15]=3)=[CH:12][CH:13]=2)=[O:7])[CH2:5][CH2:4][CH2:3][CH2:2]1.